Regression. Given two drug SMILES strings and cell line genomic features, predict the synergy score measuring deviation from expected non-interaction effect. From a dataset of NCI-60 drug combinations with 297,098 pairs across 59 cell lines. (1) Drug 1: C1CC(=O)NC(=O)C1N2CC3=C(C2=O)C=CC=C3N. Drug 2: C(CC(=O)O)C(=O)CN.Cl. Cell line: NCIH23. Synergy scores: CSS=11.3, Synergy_ZIP=-5.11, Synergy_Bliss=-5.08, Synergy_Loewe=-3.30, Synergy_HSA=-2.99. (2) Drug 1: C1=CN(C(=O)N=C1N)C2C(C(C(O2)CO)O)(F)F. Drug 2: CC(C)(C1=NC(=CC=C1)N2C3=NC(=NC=C3C(=O)N2CC=C)NC4=CC=C(C=C4)N5CCN(CC5)C)O. Cell line: HT29. Synergy scores: CSS=82.7, Synergy_ZIP=15.1, Synergy_Bliss=13.5, Synergy_Loewe=9.20, Synergy_HSA=17.2. (3) Drug 1: CN1CCC(CC1)COC2=C(C=C3C(=C2)N=CN=C3NC4=C(C=C(C=C4)Br)F)OC. Drug 2: C1=NC(=NC(=O)N1C2C(C(C(O2)CO)O)O)N. Cell line: ACHN. Synergy scores: CSS=27.5, Synergy_ZIP=-6.95, Synergy_Bliss=0.348, Synergy_Loewe=-0.312, Synergy_HSA=4.23. (4) Drug 1: C1C(C(OC1N2C=NC3=C(N=C(N=C32)Cl)N)CO)O. Drug 2: C1CN1C2=NC(=NC(=N2)N3CC3)N4CC4. Cell line: UACC62. Synergy scores: CSS=73.4, Synergy_ZIP=-0.221, Synergy_Bliss=-0.577, Synergy_Loewe=2.51, Synergy_HSA=4.16. (5) Cell line: SNB-75. Drug 1: CC1=CC=C(C=C1)C2=CC(=NN2C3=CC=C(C=C3)S(=O)(=O)N)C(F)(F)F. Drug 2: CCC1=C2CN3C(=CC4=C(C3=O)COC(=O)C4(CC)O)C2=NC5=C1C=C(C=C5)O. Synergy scores: CSS=23.1, Synergy_ZIP=1.19, Synergy_Bliss=6.34, Synergy_Loewe=-72.2, Synergy_HSA=4.93. (6) Drug 2: C1=NC2=C(N=C(N=C2N1C3C(C(C(O3)CO)O)O)F)N. Drug 1: CC1=C(C=C(C=C1)NC2=NC=CC(=N2)N(C)C3=CC4=NN(C(=C4C=C3)C)C)S(=O)(=O)N.Cl. Cell line: BT-549. Synergy scores: CSS=1.31, Synergy_ZIP=-0.524, Synergy_Bliss=-2.39, Synergy_Loewe=-7.98, Synergy_HSA=-4.92. (7) Drug 1: C1=CC(=CC=C1CCC2=CNC3=C2C(=O)NC(=N3)N)C(=O)NC(CCC(=O)O)C(=O)O. Drug 2: COC1=NC(=NC2=C1N=CN2C3C(C(C(O3)CO)O)O)N. Cell line: SF-268. Synergy scores: CSS=19.9, Synergy_ZIP=-2.34, Synergy_Bliss=7.10, Synergy_Loewe=-51.7, Synergy_HSA=2.99.